The task is: Predict the reactants needed to synthesize the given product.. This data is from Full USPTO retrosynthesis dataset with 1.9M reactions from patents (1976-2016). (1) Given the product [CH2:37]([O:1][CH2:2][CH2:3][O:4][C:5]1[CH:10]=[CH:9][C:8]([CH:11]2[CH2:16][CH2:15][N:14]([C:17]([O:19][C:20]([CH3:21])([CH3:22])[CH3:23])=[O:18])[CH2:13][CH:12]2[O:24][CH2:25][C:26]2[CH:35]=[C:34]([O:36][CH2:11][C:8]3[CH:9]=[CH:10][CH:5]=[CH:6][CH:7]=3)[C:33]3[C:28](=[CH:29][CH:30]=[CH:31][CH:32]=3)[CH:27]=2)=[CH:7][CH:6]=1)[C:38]1[CH:43]=[CH:42][CH:41]=[CH:40][CH:39]=1, predict the reactants needed to synthesize it. The reactants are: [OH:1][CH2:2][CH2:3][O:4][C:5]1[CH:10]=[CH:9][C:8]([CH:11]2[CH2:16][CH2:15][N:14]([C:17]([O:19][C:20]([CH3:23])([CH3:22])[CH3:21])=[O:18])[CH2:13][CH:12]2[O:24][CH2:25][C:26]2[CH:35]=[C:34]([OH:36])[C:33]3[C:28](=[CH:29][CH:30]=[CH:31][CH:32]=3)[CH:27]=2)=[CH:7][CH:6]=1.[CH2:37](Br)[C:38]1[CH:43]=[CH:42][CH:41]=[CH:40][CH:39]=1. (2) Given the product [F:37][CH2:36][CH2:35][N:30]1[CH2:31][CH2:32][C:27]2[NH:26][C:25]([C:21]3[C:22]([CH3:24])=[CH:23][C:2]([CH3:1])=[C:3]([CH:20]=3)[C:4]([N:6]3[CH2:7][CH2:8][CH:9]([C:12]4[CH:13]=[CH:14][C:15]([C:16]#[N:17])=[CH:18][CH:19]=4)[CH2:10][CH2:11]3)=[O:5])=[N:33][C:28]=2[CH2:29]1, predict the reactants needed to synthesize it. The reactants are: [CH3:1][C:2]1[CH:23]=[C:22]([CH3:24])[C:21]([C:25]2[NH:33][C:28]3[CH2:29][NH:30][CH2:31][CH2:32][C:27]=3[N:26]=2)=[CH:20][C:3]=1[C:4]([N:6]1[CH2:11][CH2:10][CH:9]([C:12]2[CH:19]=[CH:18][C:15]([C:16]#[N:17])=[CH:14][CH:13]=2)[CH2:8][CH2:7]1)=[O:5].Br[CH2:35][CH2:36][F:37].[I-].[K+].C(N(CC)CC)C. (3) Given the product [CH2:14]([O:16][C:17]([C:19]1[CH:20]=[N:21][N:22]([CH3:42])[C:23]=1[C:24](=[O:41])[NH:25][C:26]1[CH:27]=[CH:28][C:29]2[N:30]([N:32]=[C:33]([N:35]([CH3:36])[CH3:40])[N:34]=2)[CH:31]=1)=[O:18])[CH3:15], predict the reactants needed to synthesize it. The reactants are: CN(C)C1N=C2C=CC(N)=CN2N=1.[CH2:14]([O:16][C:17]([C:19]1[CH:20]=[N:21][N:22]([CH3:42])[C:23]=1[C:24](=[O:41])[NH:25][C:26]1[CH:27]=[CH:28][C:29]2[N:30]([N:32]=[C:33]([N:35]3[CH2:40]COC[CH2:36]3)[N:34]=2)[CH:31]=1)=[O:18])[CH3:15].